Dataset: Catalyst prediction with 721,799 reactions and 888 catalyst types from USPTO. Task: Predict which catalyst facilitates the given reaction. Reactant: Cl[C:2]1[C:7]([N:8]=[C:9]([C:18]2[CH:23]=[CH:22][N:21]=[CH:20][CH:19]=2)[CH2:10][C:11]2[CH:16]=[CH:15][C:14]([F:17])=[CH:13][CH:12]=2)=[CH:6][C:5]([CH3:24])=[CH:4][N:3]=1.C1N2CCN(CC2)C1.O. Product: [F:17][C:14]1[CH:15]=[CH:16][C:11]([C:10]2[C:2]3=[N:3][CH:4]=[C:5]([CH3:24])[CH:6]=[C:7]3[NH:8][C:9]=2[C:18]2[CH:23]=[CH:22][N:21]=[CH:20][CH:19]=2)=[CH:12][CH:13]=1. The catalyst class is: 558.